Task: Predict the reactants needed to synthesize the given product.. Dataset: Full USPTO retrosynthesis dataset with 1.9M reactions from patents (1976-2016) Given the product [NH:13]([CH:1]([P:20](=[O:35])([O:28][C:29]1[CH:34]=[CH:33][CH:32]=[CH:31][CH:30]=1)[O:21][C:22]1[CH:23]=[CH:24][CH:25]=[CH:26][CH:27]=1)[C:3]1[CH:10]=[CH:9][C:6]([C:7]#[N:8])=[CH:5][CH:4]=1)[C:14]1[CH:19]=[CH:18][CH:17]=[CH:16][CH:15]=1, predict the reactants needed to synthesize it. The reactants are: [CH:1]([C:3]1[CH:10]=[CH:9][C:6]([C:7]#[N:8])=[CH:5][CH:4]=1)=O.[F-].[K+].[NH2:13][C:14]1[CH:19]=[CH:18][CH:17]=[CH:16][CH:15]=1.[PH:20](=[O:35])([O:28][C:29]1[CH:34]=[CH:33][CH:32]=[CH:31][CH:30]=1)[O:21][C:22]1[CH:27]=[CH:26][CH:25]=[CH:24][CH:23]=1.